This data is from Forward reaction prediction with 1.9M reactions from USPTO patents (1976-2016). The task is: Predict the product of the given reaction. (1) Given the reactants [CH3:1][C:2]1[N:3]=[C:4]([NH:11][C:12]([N:14]2[CH2:19][CH2:18][N:17]([C:20]3[CH:25]=[C:24]([N+:26]([O-])=O)[CH:23]=[C:22]([N+:29]([O-])=O)[CH:21]=3)[CH2:16][CH2:15]2)=[O:13])[C:5]([O:9][CH3:10])=[N:6][C:7]=1[CH3:8], predict the reaction product. The product is: [CH3:1][C:2]1[N:3]=[C:4]([NH:11][C:12]([N:14]2[CH2:15][CH2:16][N:17]([C:20]3[CH:25]=[C:24]([NH2:26])[CH:23]=[C:22]([NH2:29])[CH:21]=3)[CH2:18][CH2:19]2)=[O:13])[C:5]([O:9][CH3:10])=[N:6][C:7]=1[CH3:8]. (2) Given the reactants [C:1]([O:5][C:6](=[O:17])[CH2:7]/[N:8]=[CH:9]/[C:10]1[CH:15]=[CH:14][CH:13]=[C:12]([Cl:16])[CH:11]=1)([CH3:4])([CH3:3])[CH3:2].[Cl:18][C:19]1[CH:24]=[CH:23][C:22](/[C:25](=[CH:28]/[CH2:29][C:30]([CH3:33])([CH3:32])[CH3:31])/[C:26]#[N:27])=[CH:21][CH:20]=1.C(N(CC)CC)C, predict the reaction product. The product is: [C:1]([O:5][C:6]([CH:7]1[CH:28]([CH2:29][C:30]([CH3:33])([CH3:32])[CH3:31])[C:25]([C:22]2[CH:23]=[CH:24][C:19]([Cl:18])=[CH:20][CH:21]=2)([C:26]#[N:27])[CH:9]([C:10]2[CH:15]=[CH:14][CH:13]=[C:12]([Cl:16])[CH:11]=2)[NH:8]1)=[O:17])([CH3:4])([CH3:2])[CH3:3]. (3) Given the reactants [CH3:1][N:2]([CH3:15])[C@@H:3]([CH3:14])[CH2:4][O:5][C:6]1[CH:7]=[C:8]([CH3:13])[C:9]([Cl:12])=[N:10][CH:11]=1.O.[C:17]1([CH3:27])[CH:22]=[CH:21][C:20]([S:23]([OH:26])(=[O:25])=[O:24])=[CH:19][CH:18]=1.C(OCC)C, predict the reaction product. The product is: [C:17]1([CH3:27])[CH:18]=[CH:19][C:20]([S:23]([OH:26])(=[O:24])=[O:25])=[CH:21][CH:22]=1.[CH3:1][N:2]([CH3:15])[C@@H:3]([CH3:14])[CH2:4][O:5][C:6]1[CH:7]=[C:8]([CH3:13])[C:9]([Cl:12])=[N:10][CH:11]=1. (4) The product is: [CH2:9]([O:8][C:6](=[O:7])/[C:5](/[O:4][CH2:2][CH3:3])=[CH:38]/[C:40]1[CH:41]=[C:42]2[C:46](=[CH:47][CH:48]=1)[NH:45][CH:44]=[CH:43]2)[CH3:10]. Given the reactants [Cl-].[CH2:2]([O:4][CH:5]([P+](C1C=CC=CC=1)(C1C=CC=CC=1)C1C=CC=CC=1)[C:6]([O:8][CH2:9][CH3:10])=[O:7])[CH3:3].CN(C)C(=N)N(C)C.[CH:38]([C:40]1[CH:41]=[C:42]2[C:46](=[CH:47][CH:48]=1)[NH:45][CH:44]=[CH:43]2)=O, predict the reaction product. (5) Given the reactants [CH3:1][O:2][C:3]1[CH:4]=[C:5]([C:9]2[S:16][C:15]3[CH:14]=[N:13][N:12](COCC[Si](C)(C)C)[C:11]=3[CH:10]=2)[CH:6]=[CH:7][CH:8]=1.COC1C=C(C2SC3C(=NN(COCC[Si](C)(C)C)C=3)C=2)C=CC=1.C(N)CN.[F-].C([N+](CCCC)(CCCC)CCCC)CCC, predict the reaction product. The product is: [CH3:1][O:2][C:3]1[CH:4]=[C:5]([C:9]2[S:16][C:15]3[CH:14]=[N:13][NH:12][C:11]=3[CH:10]=2)[CH:6]=[CH:7][CH:8]=1. (6) Given the reactants [F:1][C:2]1[CH:7]=[C:6]([F:8])[CH:5]=[CH:4][C:3]=1[S:9](/[CH:12]=[CH:13]/[C:14]1[C:15]([NH:23][C:24]2[CH:28]=[CH:27][N:26]([CH3:29])[N:25]=2)=[N:16][C:17](S(C)=O)=[N:18][CH:19]=1)(=[O:11])=[O:10].[NH2:30][C:31]1[CH:32]=[C:33]2[C:38](=[CH:39][CH:40]=1)[N:37]=[CH:36][CH:35]=[CH:34]2, predict the reaction product. The product is: [F:1][C:2]1[CH:7]=[C:6]([F:8])[CH:5]=[CH:4][C:3]=1[S:9](/[CH:12]=[CH:13]/[C:14]1[C:15]([NH:23][C:24]2[CH:28]=[CH:27][N:26]([CH3:29])[N:25]=2)=[N:16][C:17]([NH:30][C:31]2[CH:32]=[C:33]3[C:38](=[CH:39][CH:40]=2)[N:37]=[CH:36][CH:35]=[CH:34]3)=[N:18][CH:19]=1)(=[O:11])=[O:10]. (7) Given the reactants [F:1][C:2]1[CH:7]=[CH:6][C:5]([N:8]2[C:16]3[C:11](=[CH:12][C:13]([O:17][C@H:18]([C:22]4[CH:27]=[CH:26][CH:25]=[C:24]([O:28][CH3:29])[CH:23]=4)[C@@H:19]([NH2:21])[CH3:20])=[CH:14][CH:15]=3)[CH:10]=[N:9]2)=[CH:4][CH:3]=1.C([O:33][CH2:34][C:35](Cl)=[O:36])(=O)C, predict the reaction product. The product is: [F:1][C:2]1[CH:3]=[CH:4][C:5]([N:8]2[C:16]3[C:11](=[CH:12][C:13]([O:17][C@H:18]([C:22]4[CH:27]=[CH:26][CH:25]=[C:24]([O:28][CH3:29])[CH:23]=4)[C@@H:19]([NH:21][C:34](=[O:33])[CH2:35][OH:36])[CH3:20])=[CH:14][CH:15]=3)[CH:10]=[N:9]2)=[CH:6][CH:7]=1. (8) Given the reactants [Si:1]([O:8][CH2:9][C:10]([C:13]1[CH:18]=[CH:17][C:16]([C:19]2[CH:20]=[C:21]3[C:25](=[CH:26][C:27]=2[Cl:28])[NH:24][CH:23]=[C:22]3[CH:29]=[O:30])=[CH:15][CH:14]=1)([CH3:12])[CH3:11])([C:4]([CH3:7])([CH3:6])[CH3:5])([CH3:3])[CH3:2].CC(=CC)C.Cl([O-])=[O:37].[Na+].O.OP([O-])(O)=O.[Na+].[Cl-].[NH4+], predict the reaction product. The product is: [Si:1]([O:8][CH2:9][C:10]([C:13]1[CH:18]=[CH:17][C:16]([C:19]2[CH:20]=[C:21]3[C:25](=[CH:26][C:27]=2[Cl:28])[NH:24][CH:23]=[C:22]3[C:29]([OH:37])=[O:30])=[CH:15][CH:14]=1)([CH3:12])[CH3:11])([C:4]([CH3:5])([CH3:6])[CH3:7])([CH3:3])[CH3:2].